The task is: Predict which catalyst facilitates the given reaction.. This data is from Catalyst prediction with 721,799 reactions and 888 catalyst types from USPTO. (1) Reactant: C(O[C:4]([CH:6]1[C:10]2([CH2:12][CH2:11]2)[CH2:9][N:8]([CH2:13][C:14]2[CH:19]=[CH:18][CH:17]=[CH:16][CH:15]=2)[CH2:7]1)=[O:5])C.[CH3:20][Li]. Product: [CH2:13]([N:8]1[CH2:7][CH:6]([C:4](=[O:5])[CH3:20])[C:10]2([CH2:11][CH2:12]2)[CH2:9]1)[C:14]1[CH:15]=[CH:16][CH:17]=[CH:18][CH:19]=1. The catalyst class is: 27. (2) Reactant: [C:1]([C:3]1[CH:4]=[C:5]([C:14]2[CH:19]=[CH:18][C:17]([O:20][CH3:21])=[C:16]([F:22])[CH:15]=2)[CH:6]=[CH:7][C:8]=1[N:9]=[CH:10][N:11](C)C)#[N:2].N1C=C([C:28]2[CH:34]=[CH:33][C:31]([NH2:32])=[CH:30][CH:29]=2)N=N1. Product: [F:22][C:16]1[CH:15]=[C:14]([C:5]2[CH:4]=[C:3]3[C:8](=[CH:7][CH:6]=2)[N:9]=[CH:10][N:11]=[C:1]3[NH:2][C:28]2[CH:29]=[CH:30][C:31]([N:32]3[CH:8]=[N:9][CH:10]=[N:11]3)=[CH:33][CH:34]=2)[CH:19]=[CH:18][C:17]=1[O:20][CH3:21]. The catalyst class is: 52.